Dataset: Full USPTO retrosynthesis dataset with 1.9M reactions from patents (1976-2016). Task: Predict the reactants needed to synthesize the given product. Given the product [NH2:8][C@@H:9]([CH2:14][C:15]1[CH:16]=[C:17]2[C:22](=[CH:23][CH:24]=1)[NH:21][CH2:20][CH2:19][CH2:18]2)[C:10]([O:12][CH3:13])=[O:11], predict the reactants needed to synthesize it. The reactants are: C(OC([NH:8][C@@H:9]([CH2:14][C:15]1[CH:16]=[C:17]2[C:22](=[CH:23][CH:24]=1)[NH:21][CH2:20][CH2:19][CH2:18]2)[C:10]([O:12][CH3:13])=[O:11])=O)(C)(C)C.FC(F)(F)C(O)=O.